From a dataset of Full USPTO retrosynthesis dataset with 1.9M reactions from patents (1976-2016). Predict the reactants needed to synthesize the given product. (1) Given the product [CH:16]([C:14]1[C:13]([O:19][CH3:20])=[CH:12][C:11]([CH3:21])=[C:10]([CH:5]2[CH2:4][CH2:3][CH2:2][N:8]3[N:9]=[C:23]([NH2:24])[N:22]=[C:6]23)[CH:15]=1)([CH3:18])[CH3:17], predict the reactants needed to synthesize it. The reactants are: Cl[CH2:2][CH2:3][CH2:4][CH:5]([C:10]1[CH:15]=[C:14]([CH:16]([CH3:18])[CH3:17])[C:13]([O:19][CH3:20])=[CH:12][C:11]=1[CH3:21])[C:6]([NH:8][NH2:9])=O.[N:22]#[C:23][NH2:24].O.C1(C)C=CC(S(O)(=O)=O)=CC=1.C(N(CC)CC)C. (2) Given the product [NH2:13][C:12]1[N:8]([CH2:7][CH2:6][OH:5])[N:9]=[CH:10][C:11]=1[NH:14][C:18](=[O:19])[O:20][C:21]1[CH:26]=[CH:25][CH:24]=[CH:23][CH:22]=1, predict the reactants needed to synthesize it. The reactants are: S([O:5][CH2:6][CH2:7][N:8]1[C:12]([NH2:13])=[C:11]([NH2:14])[CH:10]=[N:9]1)(O)(=O)=O.[OH-].[Na+].Cl[C:18]([O:20][C:21]1[CH:26]=[CH:25][CH:24]=[CH:23][CH:22]=1)=[O:19].